From a dataset of Retrosynthesis with 50K atom-mapped reactions and 10 reaction types from USPTO. Predict the reactants needed to synthesize the given product. (1) Given the product COC(=O)c1cnc(N2CCN(S(=O)(=O)c3ccc(C)cc3)CC2)s1, predict the reactants needed to synthesize it. The reactants are: COC(=O)c1cnc(N2CCNCC2)s1.Cc1ccc(S(=O)(=O)Cl)cc1. (2) Given the product CCN(C(=O)OC(C)(C)C)c1cccc(-c2ccc(C(=O)OC(C)(C)C)c([N+](=O)[O-])c2)c1, predict the reactants needed to synthesize it. The reactants are: CC(C)(C)OC(=O)Nc1cccc(-c2ccc(C(=O)OC(C)(C)C)c([N+](=O)[O-])c2)c1.CCI. (3) Given the product CCCCN1C(=O)C(=O)c2cc(Cl)ccc21, predict the reactants needed to synthesize it. The reactants are: CCCCBr.O=C1Nc2ccc(Cl)cc2C1=O. (4) Given the product Clc1ccc(OCC2CO2)c(Cl)c1, predict the reactants needed to synthesize it. The reactants are: ClCC1CO1.Oc1ccc(Cl)cc1Cl. (5) Given the product CC(C)N1CCC(Oc2ccc3c(c2)cc(C(=O)N2CCC(F)(F)CC2)n3-c2cccc(F)c2)CC1, predict the reactants needed to synthesize it. The reactants are: CC(C)N1CCC(Oc2ccc3[nH]c(C(=O)N4CCC(F)(F)CC4)cc3c2)CC1.OB(O)c1cccc(F)c1. (6) Given the product Fc1cnc(-c2cc(-c3ccc(F)c(-c4ccccc4C(F)(F)F)c3)cnn2)c(F)c1, predict the reactants needed to synthesize it. The reactants are: Fc1cnc(-c2cc(-c3ccc(F)c(Br)c3)cnn2)c(F)c1.OB(O)c1ccccc1C(F)(F)F. (7) Given the product O=[N+]([O-])c1ccc(N(Cc2ccc(C(F)(F)F)cc2)c2cncnc2)cc1, predict the reactants needed to synthesize it. The reactants are: FC(F)(F)c1ccc(CBr)cc1.O=[N+]([O-])c1ccc(Nc2cncnc2)cc1.